From a dataset of Experimentally validated miRNA-target interactions with 360,000+ pairs, plus equal number of negative samples. Binary Classification. Given a miRNA mature sequence and a target amino acid sequence, predict their likelihood of interaction. (1) The miRNA is mmu-miR-1194 with sequence GAAUGAGUAACUGCUAGAUCCU. The protein sequence of the target gene is MLPVEVPLSHLGPPILLLLQLLLPPTSAFFPNIWSLLAAPGSVTHQDLTEEAALNVTLVLFLEQPHPGRPRLHVEDYRGRTLLADDIFAAYFGPGFSSRRFRAALGEVSRANAAQDFLPAFKSNPDLHFDAERLVQGRTRLVGALRETLVAARALEYTLARQRLGAALHALQDFYSHSNWVELGERQPHPHLLWPRQELWSLAQVGDPTCSDCEGLSCPGNMLDSTLLTSGYFGMHPPKPPGKCSHGGHFDQSSSQPPRGGINKDSTSPSFSPHHKLHLQAAEVALLASIEAFSLLRSRL.... Result: 0 (no interaction). (2) The miRNA is hsa-miR-6826-3p with sequence CUCCCCUCUCUUUCCUGUUCAG. The protein sequence of the target gene is METQLQSIFEEVVKTEVIEEAFPGMFMDTPEDEKTKLISCLGAFRQFWGGLSQESHEQCIQWIVKFIHGQHSPKRISFLYDCLAMAVETGLLPPRLVCESLINSDTLEWERTQLWALTFKLVRKIIGGVDYKGVRDLLKVILEKILTIPNTVSSAVVQQLLAAREVIAYILERNACLLPAYFAVTEIRKLYPEGKLPHWLLGNLVSDFVDTFRPTARINSICGRCSLLPVVNNSGAICNSWKLDPATLRFPLKGLLPYDKDLFEPQTALLRYVLEQPYSRDMVCNMLGLNKQHKQRCPVL.... Result: 0 (no interaction). (3) The miRNA is hsa-miR-4684-5p with sequence CUCUCUACUGACUUGCAACAUA. The protein sequence of the target gene is MSYDYHQNWGRDGGPRSSGGGYGGGPAGGHGGNRGSGGGGGGGGGGRGGRGRHPGHLKGREIGMWYAKKQGQKNKEAERQERAVVHMDERREEQIVQLLNSVQAKNDKESEAQISWFAPEDHGYGTEVSTKNTPCSENKLDIQEKKLINQEKKMFRIRNRSYIDRDSEYLLQENEPDGTLDQKLLEDLQKKKNDLRYIEMQHFREKLPSYGMQKELVNLIDNHQVTVISGETGCGKTTQVTQFILDNYIERGKGSACRIVCTQPRRISAISVAERVAAERAESCGSGNSTGYQIRLQSRL.... Result: 1 (interaction). (4) The miRNA is mmu-miR-493-3p with sequence UGAAGGUCCUACUGUGUGCCAGG. The protein sequence of the target gene is MAEVHRRQHAPVKGEAPAKSSTHRDEEELGMAPAETLTVFLKLLAAGFYGVSSFLIVVVNKSVLTNYRFPSSLCVGLGQMVATVAVLWVGKTLRVVKFPDFDRNVPRKTFPLPLLYFGNQITGLFSTKKLNLPMFTVLRRFSILFTMFAEGALLKKTFSWGIKMTVFAMIIGAFVAASSDLAFDLEGYVFILINDVLTAANGAYVKQKLDSKELGKYGLLYYNALFMILPTLAIAYFTGDAQKAMEFEGWADTLFLLQFTLSCVMGFILMYATVLCTQYNSALTTTIVGCIKNILITYIG.... Result: 0 (no interaction). (5) The miRNA is hsa-miR-2276-3p with sequence UCUGCAAGUGUCAGAGGCGAGG. The protein sequence of the target gene is MAQLFLPLLAALVLAQAPAALADVLEGDSSEDRAFRVRIAGDAPLQGVLGGALTIPCHVHYLRPPPSRRAVLGSPRVKWTFLSRGREAEVLVARGVRVKVNEAYRFRVALPAYPASLTDVSLALSELRPNDSGIYRCEVQHGIDDSSDAVEVKVKGVVFLYREGSARYAFSFSGAQEACARIGAHIATPEQLYAAYLGGYEQCDAGWLSDQTVRYPIQTPREACYGDMDGFPGVRNYGVVDPDDLYDVYCYAEDLNGELFLGDPPEKLTLEEARAYCQERGAEIATTGQLYAAWDGGLDH.... Result: 1 (interaction). (6) The miRNA is hsa-miR-4443 with sequence UUGGAGGCGUGGGUUUU. The protein sequence of the target gene is MDSAITLWQFLLQLLQEPQNEHMICWTSNNGEFKLLQAEEVARLWGIRKNKPNMNYDKLSRALRYYYVKNIIKKVNGQKFVYKFVSYPEILKMDPLTVGRIEGDCEALNSIETSSSKDVEYGGKERPPQPGAKTSSRNDYIHSGLYSSFTLNSLNTSNKKLFKSIKIENPAEKLAEKKAQEPTPSVIKFVTTPAKKPPIEPVAAAFATSPSLSPSSEETIQALETLVSPTLPSLETPASISILATTFNPTPPVPSTPLPLKEPPRTPSPPLSSNPDIDTDIESVASQPMELPENLSLEPK.... Result: 0 (no interaction).